This data is from Forward reaction prediction with 1.9M reactions from USPTO patents (1976-2016). The task is: Predict the product of the given reaction. (1) Given the reactants C[O:2][C:3]([C@@H:5]1[CH2:14][C:13]2[CH:12]=[C:11]3[O:15][CH2:16][C@H:17]([C:19]4[CH:24]=[CH:23][CH:22]=[C:21]([O:25][CH2:26][C:27]5[CH:32]=[CH:31][C:30]([Cl:33])=[C:29]([Cl:34])[CH:28]=5)[CH:20]=4)[O:18][C:10]3=[CH:9][C:8]=2[CH2:7][N:6]1[C:35]([O:37][C:38]([CH3:41])([CH3:40])[CH3:39])=[O:36])=[O:4].[Li+].[OH-].Cl, predict the reaction product. The product is: [C:38]([O:37][C:35]([N:6]1[C@H:5]([C:3]([OH:4])=[O:2])[CH2:14][C:13]2[CH:12]=[C:11]3[O:15][CH2:16][C@H:17]([C:19]4[CH:24]=[CH:23][CH:22]=[C:21]([O:25][CH2:26][C:27]5[CH:32]=[CH:31][C:30]([Cl:33])=[C:29]([Cl:34])[CH:28]=5)[CH:20]=4)[O:18][C:10]3=[CH:9][C:8]=2[CH2:7]1)=[O:36])([CH3:41])([CH3:39])[CH3:40]. (2) Given the reactants [Cl:1][C:2]1[N:7]=[C:6]([OH:8])[CH:5]=[CH:4][CH:3]=1.Br[CH:10]1[CH2:13][CH2:12][CH2:11]1.C([O-])([O-])=O.[K+].[K+], predict the reaction product. The product is: [Cl:1][C:2]1[CH:3]=[CH:4][CH:5]=[C:6]([O:8][CH:10]2[CH2:13][CH2:12][CH2:11]2)[N:7]=1. (3) Given the reactants [CH:1]([C:3]1[CH:4]=[CH:5][C:6](F)=[C:7]([CH:10]=1)[C:8]#[N:9])=[O:2].[CH3:12][O:13][C:14]1[CH:19]=[C:18]([CH3:20])[CH:17]=[CH:16][C:15]=1[OH:21].C(=O)([O-])[O-].[Cs+].[Cs+].O, predict the reaction product. The product is: [CH:1]([C:3]1[CH:4]=[CH:5][C:6]([O:21][C:15]2[CH:16]=[CH:17][C:18]([CH3:20])=[CH:19][C:14]=2[O:13][CH3:12])=[C:7]([CH:10]=1)[C:8]#[N:9])=[O:2]. (4) The product is: [CH:1]1([C:7]2[CH:27]=[CH:26][C:10]([CH2:11][O:12]/[N:13]=[C:14](/[C:4]3[CH:5]=[CH:6][C:1]([CH2:7][N:32]4[CH2:35][CH:34]([C:36]([OH:38])=[O:37])[CH2:33]4)=[C:2]([CH2:49][CH3:51])[CH:3]=3)\[CH3:15])=[CH:9][C:8]=2[C:28]([F:29])([F:30])[F:31])[CH2:6][CH2:5][CH2:4][CH2:3][CH2:2]1. Given the reactants [CH:1]1([C:7]2[CH:27]=[CH:26][C:10]([CH2:11][O:12][N:13]=[CH:14][CH2:15]C3C=CC(C=O)=C(CC)C=3)=[CH:9][C:8]=2[C:28]([F:31])([F:30])[F:29])[CH2:6][CH2:5][CH2:4][CH2:3][CH2:2]1.[NH:32]1[CH2:35][CH:34]([C:36]([OH:38])=[O:37])[CH2:33]1.[BH-](O[C:49]([CH3:51])=O)(OC(C)=O)OC(C)=O.[Na+].[OH-].[Na+], predict the reaction product. (5) Given the reactants Br[CH2:2][CH2:3][CH2:4][CH2:5][O:6][C:7]1[CH:12]=[CH:11][C:10]([C:13]([O:22][CH2:23][O:24][CH3:25])([C:18]([F:21])([F:20])[F:19])[C:14]([F:17])([F:16])[F:15])=[CH:9][C:8]=1[CH2:26][CH2:27][CH3:28].[CH3:29][N:30]1[C:34]([CH3:36])([CH3:35])[C:33](=[O:37])[NH:32][C:31]1=[O:38].C(=O)([O-])[O-].[K+].[K+], predict the reaction product. The product is: [F:15][C:14]([F:17])([F:16])[C:13]([C:10]1[CH:11]=[CH:12][C:7]([O:6][CH2:5][CH2:4][CH2:3][CH2:2][N:32]2[C:33](=[O:37])[C:34]([CH3:36])([CH3:35])[N:30]([CH3:29])[C:31]2=[O:38])=[C:8]([CH2:26][CH2:27][CH3:28])[CH:9]=1)([O:22][CH2:23][O:24][CH3:25])[C:18]([F:21])([F:20])[F:19].